This data is from Full USPTO retrosynthesis dataset with 1.9M reactions from patents (1976-2016). The task is: Predict the reactants needed to synthesize the given product. (1) Given the product [NH2:9][C:7]([C:6]1[CH:5]=[C:4]([C:10]2[CH:15]=[CH:14][C:13]([C:16]([OH:19])([CH3:17])[CH3:18])=[CH:12][CH:11]=2)[S:3][C:2]=1[NH:1][C:21]1[N:26]=[C:25]([CH:27]([OH:41])[CH:28]2[CH2:29][CH2:30][N:31]([C:34]([O:36][C:37]([CH3:39])([CH3:38])[CH3:40])=[O:35])[CH2:32][CH2:33]2)[CH:24]=[CH:23][CH:22]=1)=[O:8], predict the reactants needed to synthesize it. The reactants are: [NH2:1][C:2]1[S:3][C:4]([C:10]2[CH:15]=[CH:14][C:13]([C:16]([OH:19])([CH3:18])[CH3:17])=[CH:12][CH:11]=2)=[CH:5][C:6]=1[C:7]([NH2:9])=[O:8].Br[C:21]1[N:26]=[C:25]([CH:27]([OH:41])[CH:28]2[CH2:33][CH2:32][N:31]([C:34]([O:36][C:37]([CH3:40])([CH3:39])[CH3:38])=[O:35])[CH2:30][CH2:29]2)[CH:24]=[CH:23][CH:22]=1. (2) The reactants are: [NH2:1][C:2]1[NH:3][C:4](=[O:12])[C:5]2[S:10][C:9](=[O:11])[NH:8][C:6]=2[N:7]=1.[C:13]([O:21][CH2:22][C@@H:23]1[CH2:27][C@@H:26]([N:28]=[N+:29]=[N-:30])[C@H:25](OC)[O:24]1)(=[O:20])[C:14]1[CH:19]=[CH:18][CH:17]=[CH:16][CH:15]=1.[Si](OS(C(F)(F)F)(=O)=O)(C)(C)C. Given the product [C:13]([O:21][CH2:22][C@@H:23]1[CH2:27][C@@H:26]([N:28]=[N+:29]=[N-:30])[C@H:25]([N:8]2[C:6]3[N:7]=[C:2]([NH2:1])[NH:3][C:4](=[O:12])[C:5]=3[S:10][C:9]2=[O:11])[O:24]1)(=[O:20])[C:14]1[CH:19]=[CH:18][CH:17]=[CH:16][CH:15]=1, predict the reactants needed to synthesize it. (3) The reactants are: N1CCC[C@H]1C(O)=O.[K].Br[C:11]1[CH:12]=[CH:13][C:14]([NH2:17])=[N:15][CH:16]=1.[CH3:18][C:19]1[N:23]=[CH:22][NH:21][N:20]=1. Given the product [CH3:18][C:19]1[N:23]=[CH:22][N:21]([C:11]2[CH:12]=[CH:13][C:14]([NH2:17])=[N:15][CH:16]=2)[N:20]=1, predict the reactants needed to synthesize it.